This data is from Full USPTO retrosynthesis dataset with 1.9M reactions from patents (1976-2016). The task is: Predict the reactants needed to synthesize the given product. (1) Given the product [Br:48][CH2:25][CH2:24][CH2:23][CH2:22][CH2:21][C@@H:11]1[CH2:10][C:9]2[C@H:4]([CH2:5][CH2:6][C:7](=[O:27])[CH:8]=2)[C@@H:3]2[C@@H:12]1[C@H:13]1[C@@:17]([CH2:19][C@@H:2]2[F:1])([CH3:18])[C:16](=[O:20])[CH2:15][CH2:14]1, predict the reactants needed to synthesize it. The reactants are: [F:1][C@H:2]1[CH2:19][C@@:17]2([CH3:18])[C@@H:13]([CH2:14][CH2:15][C:16]2=[O:20])[C@H:12]2[C@H:3]1[C@@H:4]1[C:9]([CH2:10][C@H:11]2[CH2:21][CH2:22][CH2:23][CH2:24][CH2:25]O)=[CH:8][C:7](=[O:27])[CH2:6][CH2:5]1.C1(P(C2C=CC=CC=2)C2C=CC=CC=2)C=CC=CC=1.C(Br)(Br)(Br)[Br:48]. (2) The reactants are: CS(C)=O.[Br:5][C:6]1[CH:7]=[C:8]([C:12]#[C:13][C:14]2[CH:15]=[C:16]([CH:19]=[O:20])[NH:17][CH:18]=2)[CH:9]=[CH:10][CH:11]=1.C(OCC)(=[O:23])C.[OH2:27]. Given the product [Br:5][C:6]1[CH:7]=[C:8]([C:12](=[O:23])[C:13]([C:14]2[CH:15]=[C:16]([CH:19]=[O:20])[NH:17][CH:18]=2)=[O:27])[CH:9]=[CH:10][CH:11]=1, predict the reactants needed to synthesize it. (3) Given the product [CH3:28][O:20][C:18]([C:4]1[C:3]([O:25][CH2:24][C:23]([F:27])([F:26])[F:22])=[C:2]([NH2:1])[N:7]=[C:6]([C:8]2[CH:13]=[CH:12][C:11]([Cl:14])=[C:10]([O:15][CH3:16])[C:9]=2[F:17])[N:5]=1)=[O:19], predict the reactants needed to synthesize it. The reactants are: [NH2:1][C:2]1[N:7]=[C:6]([C:8]2[CH:13]=[CH:12][C:11]([Cl:14])=[C:10]([O:15][CH3:16])[C:9]=2[F:17])[N:5]=[C:4]([C:18]([OH:20])=[O:19])[C:3]=1Br.[F:22][C:23]([F:27])([F:26])[CH2:24][OH:25].[C:28](=O)([O-])[O-].[Cs+].[Cs+]. (4) Given the product [N+:1]([C:4]1[C:14]2[CH2:13][N:12]([C:15](=[O:17])[CH3:16])[CH2:11][CH2:10][NH:9][C:8]=2[CH:7]=[CH:6][CH:5]=1)([O-:3])=[O:2], predict the reactants needed to synthesize it. The reactants are: [N+:1]([C:4]1[C:14]2[CH2:13][NH:12][CH2:11][CH2:10][NH:9][C:8]=2[CH:7]=[CH:6][CH:5]=1)([O-:3])=[O:2].[C:15](OC(=O)C)(=[O:17])[CH3:16].O.